From a dataset of CYP2C19 inhibition data for predicting drug metabolism from PubChem BioAssay. Regression/Classification. Given a drug SMILES string, predict its absorption, distribution, metabolism, or excretion properties. Task type varies by dataset: regression for continuous measurements (e.g., permeability, clearance, half-life) or binary classification for categorical outcomes (e.g., BBB penetration, CYP inhibition). Dataset: cyp2c19_veith. The compound is Cc1ccc2c(CC(=O)OCc3cc(=O)n4c(n3)sc3ccccc34)coc2c1. The result is 1 (inhibitor).